From a dataset of Forward reaction prediction with 1.9M reactions from USPTO patents (1976-2016). Predict the product of the given reaction. (1) Given the reactants [CH3:1][O:2][C:3]([C:5]1[S:6][C:7]([C:26]2[CH:31]=[CH:30][CH:29]=[CH:28][CH:27]=2)=[CH:8][C:9]=1[N:10]([C:17]([CH:19]1[CH2:24][CH2:23][CH:22]([CH3:25])[CH2:21][CH2:20]1)=[O:18])[CH:11]1[CH2:16][CH2:15][NH:14][CH2:13][CH2:12]1)=[O:4].CCN(CC)CC.[CH3:39][N:40]=[C:41]=[O:42], predict the reaction product. The product is: [CH3:1][O:2][C:3]([C:5]1[S:6][C:7]([C:26]2[CH:27]=[CH:28][CH:29]=[CH:30][CH:31]=2)=[CH:8][C:9]=1[N:10]([CH:11]1[CH2:16][CH2:15][N:14]([C:41](=[O:42])[NH:40][CH3:39])[CH2:13][CH2:12]1)[C:17]([CH:19]1[CH2:20][CH2:21][CH:22]([CH3:25])[CH2:23][CH2:24]1)=[O:18])=[O:4]. (2) Given the reactants [C:1]([O:4][C@@H:5]1[C@@H:18]([O:19][C:20](=[O:22])[CH3:21])[C@H:17]([O:23][C:24](=[O:26])[CH3:25])[CH2:16][S:15][C@H:6]1[O:7][C:8]1[CH:9]=[N:10][C:11](Br)=[CH:12][CH:13]=1)(=[O:3])[CH3:2].[O:27]1[C:31]2[CH:32]=[CH:33][CH:34]=[CH:35][C:30]=2[CH:29]=[C:28]1B(O)O, predict the reaction product. The product is: [C:1]([O:4][C@@H:5]1[C@@H:18]([O:19][C:20](=[O:22])[CH3:21])[C@H:17]([O:23][C:24](=[O:26])[CH3:25])[CH2:16][S:15][C@H:6]1[O:7][C:8]1[CH:9]=[N:10][C:11]([C:28]2[O:27][C:31]3[CH:32]=[CH:33][CH:34]=[CH:35][C:30]=3[CH:29]=2)=[CH:12][CH:13]=1)(=[O:3])[CH3:2]. (3) Given the reactants Br[C:2]1[C:3]([NH:10][C:11](=[O:16])[C:12]([CH3:15])([CH3:14])[CH3:13])=[N:4][C:5]([O:8][CH3:9])=[CH:6][CH:7]=1.[C:17]([O:21][CH2:22][CH2:23][CH2:24][CH3:25])(=[O:20])[CH:18]=[CH2:19].C1(C(N)C2CCCCC2)CCCCC1, predict the reaction product. The product is: [CH3:13][C:12]([CH3:15])([CH3:14])[C:11]([NH:10][C:3]1[C:2](/[CH:19]=[CH:18]/[C:17]([O:21][CH2:22][CH2:23][CH2:24][CH3:25])=[O:20])=[CH:7][CH:6]=[C:5]([O:8][CH3:9])[N:4]=1)=[O:16]. (4) Given the reactants Br[C:2]1[CH:3]=[C:4]2[C:8](=[C:9]([CH3:11])[CH:10]=1)[NH:7][CH:6]=[C:5]2[CH3:12].[C:13](=O)([O-:15])[O-:14].[Na+].[Na+], predict the reaction product. The product is: [CH3:12][C:5]1[C:4]2[C:8](=[C:9]([CH3:11])[CH:10]=[C:2]([C:13]([OH:15])=[O:14])[CH:3]=2)[NH:7][CH:6]=1. (5) Given the reactants [OH:1][CH2:2][CH2:3][O:4][C:5]1[CH:19]=[CH:18][C:8]([C:9]([NH:11][CH2:12][C:13]([O:15]CC)=[O:14])=[O:10])=[CH:7][C:6]=1[O:20][CH3:21].[OH-].[K+], predict the reaction product. The product is: [OH:1][CH2:2][CH2:3][O:4][C:5]1[CH:19]=[CH:18][C:8]([C:9]([NH:11][CH2:12][C:13]([OH:15])=[O:14])=[O:10])=[CH:7][C:6]=1[O:20][CH3:21]. (6) Given the reactants [C:1]([O:4][C:5]1[CH:10]=[CH:9][C:8]([C:11]2[C:20](=[O:21])[C:19]3[C:14](=[CH:15][C:16]([O:22][C:23](=[O:25])[CH3:24])=[CH:17][CH:18]=3)[O:13][C:12]=2[C:26]2[CH:31]=[CH:30][N:29]=[CH:28][CH:27]=2)=[CH:7][CH:6]=1)(=[O:3])[CH3:2], predict the reaction product. The product is: [C:1]([O:4][C:5]1[CH:6]=[CH:7][C:8]([CH:11]2[CH:20]([OH:21])[C:19]3[C:14](=[CH:15][C:16]([O:22][C:23](=[O:25])[CH3:24])=[CH:17][CH:18]=3)[O:13][CH:12]2[C:26]2[CH:31]=[CH:30][N:29]=[CH:28][CH:27]=2)=[CH:9][CH:10]=1)(=[O:3])[CH3:2]. (7) The product is: [Br:1][C:2]1[CH:3]=[C:4]([CH2:12][OH:13])[C:5]2[C:10]([CH:11]=1)=[CH:9][CH:8]=[CH:7][CH:6]=2. Given the reactants [Br:1][C:2]1[CH:3]=[C:4]([C:12](OC)=[O:13])[C:5]2[C:10]([CH:11]=1)=[CH:9][CH:8]=[CH:7][CH:6]=2.[H-].C([Al+]CC(C)C)C(C)C, predict the reaction product.